Dataset: NCI-60 drug combinations with 297,098 pairs across 59 cell lines. Task: Regression. Given two drug SMILES strings and cell line genomic features, predict the synergy score measuring deviation from expected non-interaction effect. (1) Drug 1: CS(=O)(=O)C1=CC(=C(C=C1)C(=O)NC2=CC(=C(C=C2)Cl)C3=CC=CC=N3)Cl. Drug 2: CCCCCOC(=O)NC1=NC(=O)N(C=C1F)C2C(C(C(O2)C)O)O. Cell line: HOP-92. Synergy scores: CSS=4.09, Synergy_ZIP=-2.57, Synergy_Bliss=-0.808, Synergy_Loewe=-0.775, Synergy_HSA=-1.04. (2) Drug 1: C1CCC(CC1)NC(=O)N(CCCl)N=O. Drug 2: C1=NC2=C(N1)C(=S)N=C(N2)N. Cell line: MOLT-4. Synergy scores: CSS=56.1, Synergy_ZIP=0.881, Synergy_Bliss=1.23, Synergy_Loewe=-4.08, Synergy_HSA=2.72.